This data is from Reaction yield outcomes from USPTO patents with 853,638 reactions. The task is: Predict the reaction yield, written as a fraction of the theoretical maximum amount of product (1.0 means a 100% yield; for example, 0.34 means a 34% yield). The product is [N:13]([C@H:12]([C:14]1[N:15]=[C:16]([C:19]2[CH:20]=[CH:21][CH:22]=[CH:23][CH:24]=2)[S:17][CH:18]=1)[CH2:11][C:8]1[CH:7]=[CH:6][C:5]([N+:2]([O-:4])=[O:3])=[CH:10][CH:9]=1)=[C:30]=[S:31]. The yield is 0.930. The catalyst is C(Cl)(Cl)(Cl)Cl.O.C(Cl)Cl.O. The reactants are Br.[N+:2]([C:5]1[CH:10]=[CH:9][C:8]([CH2:11][C@@H:12]([C:14]2[N:15]=[C:16]([C:19]3[CH:24]=[CH:23][CH:22]=[CH:21][CH:20]=3)[S:17][CH:18]=2)[NH2:13])=[CH:7][CH:6]=1)([O-:4])=[O:3].C([O-])([O-])=O.[Ca+2].[C:30](Cl)(Cl)=[S:31].